Dataset: NCI-60 drug combinations with 297,098 pairs across 59 cell lines. Task: Regression. Given two drug SMILES strings and cell line genomic features, predict the synergy score measuring deviation from expected non-interaction effect. (1) Drug 1: CN(C(=O)NC(C=O)C(C(C(CO)O)O)O)N=O. Drug 2: CC1C(C(CC(O1)OC2CC(CC3=C2C(=C4C(=C3O)C(=O)C5=C(C4=O)C(=CC=C5)OC)O)(C(=O)CO)O)N)O.Cl. Cell line: CAKI-1. Synergy scores: CSS=36.5, Synergy_ZIP=3.83, Synergy_Bliss=5.08, Synergy_Loewe=-40.5, Synergy_HSA=6.56. (2) Cell line: M14. Synergy scores: CSS=39.6, Synergy_ZIP=2.58, Synergy_Bliss=5.75, Synergy_Loewe=-16.8, Synergy_HSA=5.20. Drug 2: CC1=C2C(C(=O)C3(C(CC4C(C3C(C(C2(C)C)(CC1OC(=O)C(C(C5=CC=CC=C5)NC(=O)OC(C)(C)C)O)O)OC(=O)C6=CC=CC=C6)(CO4)OC(=O)C)O)C)O. Drug 1: C1CCC(CC1)NC(=O)N(CCCl)N=O. (3) Drug 1: C1CN(P(=O)(OC1)NCCCl)CCCl. Drug 2: CC1C(C(CC(O1)OC2CC(CC3=C2C(=C4C(=C3O)C(=O)C5=C(C4=O)C(=CC=C5)OC)O)(C(=O)CO)O)N)O.Cl. Cell line: HCC-2998. Synergy scores: CSS=37.6, Synergy_ZIP=-0.238, Synergy_Bliss=-1.05, Synergy_Loewe=-32.8, Synergy_HSA=-1.56. (4) Drug 1: C1C(C(OC1N2C=C(C(=O)NC2=O)F)CO)O. Drug 2: CCC1=C2CN3C(=CC4=C(C3=O)COC(=O)C4(CC)O)C2=NC5=C1C=C(C=C5)O. Cell line: SR. Synergy scores: CSS=76.5, Synergy_ZIP=-2.39, Synergy_Bliss=-1.88, Synergy_Loewe=-2.25, Synergy_HSA=0.0554.